Predict the reaction yield, written as a fraction of the theoretical maximum amount of product (1.0 means a 100% yield; for example, 0.34 means a 34% yield). From a dataset of Reaction yield outcomes from USPTO patents with 853,638 reactions. (1) The reactants are [ClH:1].O1CCOCC1.OC(C(F)(F)F)=O.OC(C(F)(F)F)=O.[CH3:22][C:23]1[S:24][C:25]2[CH:31]=[CH:30][C:29]([NH:32][C:33]([N:35]3[CH2:40][CH2:39][N:38](C(OC(C)(C)C)=O)[CH2:37][CH:36]3[CH2:48][O:49][C:50]3[CH:51]=[N:52][CH:53]=[CH:54][CH:55]=3)=[O:34])=[CH:28][C:26]=2[N:27]=1. The catalyst is CO. The product is [ClH:1].[CH3:22][C:23]1[S:24][C:25]2[CH:31]=[CH:30][C:29]([NH:32][C:33]([N:35]3[CH2:40][CH2:39][NH:38][CH2:37][CH:36]3[CH2:48][O:49][C:50]3[CH:51]=[N:52][CH:53]=[CH:54][CH:55]=3)=[O:34])=[CH:28][C:26]=2[N:27]=1. The yield is 0.580. (2) The reactants are Br[C:2]1[CH:7]=[CH:6][C:5]([S:8]([NH:11][CH2:12][CH:13]2[CH2:15][CH2:14]2)(=[O:10])=[O:9])=[C:4]([C:16]([F:19])([F:18])[F:17])[CH:3]=1.[NH2:20][C:21]1[CH:26]=[CH:25][CH:24]=[CH:23][CH:22]=1.C1C=CC(P(C2C(C3C(P(C4C=CC=CC=4)C4C=CC=CC=4)=CC=C4C=3C=CC=C4)=C3C(C=CC=C3)=CC=2)C2C=CC=CC=2)=CC=1.C(=O)([O-])[O-].[Cs+].[Cs+]. The catalyst is C1(C)C=CC=CC=1.CC([O-])=O.CC([O-])=O.[Pd+2]. The product is [CH:13]1([CH2:12][NH:11][S:8]([C:5]2[CH:6]=[CH:7][C:2]([NH:20][C:21]3[CH:26]=[CH:25][CH:24]=[CH:23][CH:22]=3)=[CH:3][C:4]=2[C:16]([F:19])([F:18])[F:17])(=[O:10])=[O:9])[CH2:15][CH2:14]1. The yield is 0.200. (3) The reactants are [CH:1]([C:4]1[C:9](=[O:10])[NH:8][C:7](=[O:11])[NH:6][C:5]=1[C:12]([C:14]1[CH:15]=[C:16]([CH:19]=[C:20]([CH3:22])[CH:21]=1)[C:17]#[N:18])=[O:13])([CH3:3])[CH3:2].C(=O)([O-])[O-].[K+].[K+].[I-].[Li+].[CH3:31][O:32][C:33](=[O:44])[CH2:34][C:35]1([CH2:38]OS(C)(=O)=O)[CH2:37][CH2:36]1. The catalyst is CN(C=O)C. The product is [CH3:31][O:32][C:33](=[O:44])[CH2:34][C:35]1([CH2:38][N:6]2[C:5]([C:12](=[O:13])[C:14]3[CH:21]=[C:20]([CH3:22])[CH:19]=[C:16]([C:17]#[N:18])[CH:15]=3)=[C:4]([CH:1]([CH3:3])[CH3:2])[C:9](=[O:10])[NH:8][C:7]2=[O:11])[CH2:37][CH2:36]1. The yield is 0.130. (4) The catalyst is CO. The product is [CH:22]1([C:9]([OH:8])([C:10]#[CH:11])[CH2:12][C:13]2[O:18][C:17]([CH3:20])([CH3:19])[O:16][C:15](=[O:21])[CH:14]=2)[CH2:26][CH2:25][CH2:24][CH2:23]1. The yield is 0.960. The reactants are C([O:8][C:9]([CH:22]1[CH2:26][CH2:25][CH2:24][CH2:23]1)([CH2:12][C:13]1[O:18][C:17]([CH3:20])([CH3:19])[O:16][C:15](=[O:21])[CH:14]=1)[C:10]#[CH:11])(=O)C(OCC)=O.C([O-])([O-])=O.[K+].[K+].Cl. (5) The reactants are FC(F)(F)C(O)=O.[Cl:8][C:9]1[CH:14]=[CH:13][C:12]([C@H:15]2[N:22]3[C:18]([S:19][C:20]([C:26]([N:28]([CH3:42])[C@@H:29]4[C@@H:33]([OH:34])[CH2:32][N:31]([C:35](OC(C)(C)C)=O)[CH2:30]4)=[O:27])=[C:21]3[CH:23]([CH3:25])[CH3:24])=[N:17][C@:16]2([C:44]2[CH:49]=[CH:48][C:47]([Cl:50])=[CH:46][CH:45]=2)[CH3:43])=[CH:11][CH:10]=1.C(N(CC)CC)C.C=O.C(O)(=O)C.C(O[BH-](OC(=O)C)OC(=O)C)(=O)C.[Na+]. The catalyst is ClCCl. The product is [Cl:8][C:9]1[CH:10]=[CH:11][C:12]([C@H:15]2[N:22]3[C:18]([S:19][C:20]([C:26]([N:28]([C@@H:29]4[C@@H:33]([OH:34])[CH2:32][N:31]([CH3:35])[CH2:30]4)[CH3:42])=[O:27])=[C:21]3[CH:23]([CH3:24])[CH3:25])=[N:17][C@:16]2([C:44]2[CH:45]=[CH:46][C:47]([Cl:50])=[CH:48][CH:49]=2)[CH3:43])=[CH:13][CH:14]=1. The yield is 0.630. (6) The reactants are [C:1]([C:3]1[C:4]([C:20]([F:23])([F:22])[F:21])=[C:5]2[C:9](=[CH:10][CH:11]=1)[N:8]([CH2:12][C:13](=[NH:16])[NH:14][OH:15])[C:7]([CH2:17][CH2:18][CH3:19])=[CH:6]2)#[N:2].[Br:24][C:25]1[CH:26]=[CH:27][C:28]([Cl:34])=[C:29]([CH:33]=1)[C:30](Cl)=O.C(N(CC)CC)C. The catalyst is C(#N)C. The product is [Br:24][C:25]1[CH:26]=[CH:27][C:28]([Cl:34])=[C:29]([C:30]2[O:15][N:14]=[C:13]([CH2:12][N:8]3[C:9]4[C:5](=[C:4]([C:20]([F:22])([F:23])[F:21])[C:3]([C:1]#[N:2])=[CH:11][CH:10]=4)[CH:6]=[C:7]3[CH2:17][CH2:18][CH3:19])[N:16]=2)[CH:33]=1. The yield is 0.260.